This data is from Reaction yield outcomes from USPTO patents with 853,638 reactions. The task is: Predict the reaction yield, written as a fraction of the theoretical maximum amount of product (1.0 means a 100% yield; for example, 0.34 means a 34% yield). (1) The reactants are Cl.[NH2:2][CH2:3][C:4]1[CH:11]=[CH:10][C:7]([C:8]#[N:9])=[CH:6][CH:5]=1.C(N(CC)CC)C.FC(F)(F)S(O[Si:25]([CH3:28])([CH3:27])[CH3:26])(=O)=O. The catalyst is C1(C)C=CC=CC=1. The product is [CH3:26][Si:25]([N:9]([CH2:8][C:7]1[CH:10]=[CH:11][C:4]([C:3]#[N:2])=[CH:5][CH:6]=1)[Si:25]([CH3:28])([CH3:27])[CH3:26])([CH3:28])[CH3:27]. The yield is 0.950. (2) The reactants are C(O)C.C(O[Na])C.[O:8]=[CH:9][C:10]1[CH:18]=[CH:17][C:15]([OH:16])=[C:12]([O:13][CH3:14])[CH:11]=1.Br[C:20]([CH3:27])([CH3:26])[C:21]([O:23][CH2:24][CH3:25])=[O:22]. The catalyst is CN(C=O)C. The yield is 0.360. The product is [CH:9]([C:10]1[CH:18]=[CH:17][C:15]([O:16][C:20]([CH3:27])([CH3:26])[C:21]([O:23][CH2:24][CH3:25])=[O:22])=[C:12]([O:13][CH3:14])[CH:11]=1)=[O:8]. (3) The reactants are [CH2:1]([O:3][C:4]1[CH:9]=[CH:8][C:7]([S:10](Cl)(=[O:12])=[O:11])=[CH:6][C:5]=1[C:14]1[NH:19][C:18](=[O:20])[C:17]2=[C:21]([CH3:27])[N:22]=[C:23]([CH2:24][CH2:25][CH3:26])[N:16]2[N:15]=1)[CH3:2].[CH3:28][N:29]1[CH2:34][CH2:33][NH:32][CH2:31][CH2:30]1. The catalyst is ClCCl.CN(C1C=CN=CC=1)C. The product is [CH2:1]([O:3][C:4]1[CH:9]=[CH:8][C:7]([S:10]([N:32]2[CH2:33][CH2:34][N:29]([CH3:28])[CH2:30][CH2:31]2)(=[O:12])=[O:11])=[CH:6][C:5]=1[C:14]1[NH:19][C:18](=[O:20])[C:17]2=[C:21]([CH3:27])[N:22]=[C:23]([CH2:24][CH2:25][CH3:26])[N:16]2[N:15]=1)[CH3:2]. The yield is 0.880. (4) The reactants are [C:1]([NH:8][C:9](=[N:12][C:13]([O:15][C:16]([CH3:19])([CH3:18])[CH3:17])=[O:14])[S:10][CH3:11])([O:3][C:4]([CH3:7])([CH3:6])[CH3:5])=[O:2].[CH:20]1[CH:25]=[CH:24][C:23](P([C:20]2[CH:25]=[CH:24][CH:23]=[CH:22][CH:21]=2)[C:20]2[CH:25]=[CH:24][CH:23]=[CH:22][CH:21]=2)=[CH:22][CH:21]=1.C(O)CCC#C.C1COCC1. No catalyst specified. The product is [C:13]([N:12]([CH2:23][CH2:24][CH2:25][C:20]#[C:21][CH3:22])[C:9](=[N:8][C:1]([O:3][C:4]([CH3:7])([CH3:6])[CH3:5])=[O:2])[S:10][CH3:11])([O:15][C:16]([CH3:19])([CH3:18])[CH3:17])=[O:14]. The yield is 0.980. (5) The reactants are [Cl:1][C:2]1[CH:10]=[CH:9][C:5]([C:6]([NH2:8])=[O:7])=[CH:4][CH:3]=1.[Cl:11][CH2:12][C:13]([CH2:15]Cl)=O. No catalyst specified. The product is [Cl:11][CH2:12][C:13]1[N:8]=[C:6]([C:5]2[CH:9]=[CH:10][C:2]([Cl:1])=[CH:3][CH:4]=2)[O:7][CH:15]=1. The yield is 0.460. (6) The reactants are OC1C=CC(C(=C2CCOCC2)C2C=CC(/C=C/C(OC(C)(C)C)=O)=CC=2)=CC=1.Br[C:31]1[CH:36]=[CH:35][C:34]([C:37](=[C:45]2[CH2:51][CH2:50][CH2:49][CH2:48][CH2:47][CH2:46]2)[C:38]2[CH:43]=[CH:42][C:41]([OH:44])=[CH:40][CH:39]=2)=[CH:33][CH:32]=1.[CH:52]([P:54](=[O:61])([O:58][CH2:59][CH3:60])[O:55][CH2:56][CH3:57])=[CH2:53].CC1C=CC=CC=1P(C1C=CC=CC=1C)C1C=CC=CC=1C.CCN(CC)CC. The catalyst is CC([O-])=O.CC([O-])=O.[Pd+2].CN(C=O)C. The product is [C:45]1(=[C:37]([C:38]2[CH:43]=[CH:42][C:41]([OH:44])=[CH:40][CH:39]=2)[C:34]2[CH:33]=[CH:32][C:31](/[CH:53]=[CH:52]/[P:54](=[O:61])([O:58][CH2:59][CH3:60])[O:55][CH2:56][CH3:57])=[CH:36][CH:35]=2)[CH2:46][CH2:47][CH2:48][CH2:49][CH2:50][CH2:51]1. The yield is 0.280. (7) The reactants are [NH2:1][C:2]1[S:3][C:4]([Br:11])=[C:5]([C:7](F)(F)F)[N:6]=1.[F:12][C:13]1[CH:21]=[CH:20][CH:19]=[C:18]([F:22])[C:14]=1[C:15](Cl)=[O:16].Cl. The catalyst is C1COCC1.N1C=CC=CC=1. The product is [Br:11][C:4]1[S:3][C:2]([NH:1][C:15](=[O:16])[C:14]2[C:13]([F:12])=[CH:21][CH:20]=[CH:19][C:18]=2[F:22])=[N:6][C:5]=1[CH3:7]. The yield is 0.830.